This data is from Reaction yield outcomes from USPTO patents with 853,638 reactions. The task is: Predict the reaction yield, written as a fraction of the theoretical maximum amount of product (1.0 means a 100% yield; for example, 0.34 means a 34% yield). (1) The reactants are [Na].[NH2:2][C:3]1[CH:4]=[C:5]2[CH2:11][C:10]3([CH:16]4[CH2:17][CH2:18][N:13]([CH2:14][CH2:15]4)[CH2:12]3)[O:9][C:6]2=[N:7][CH:8]=1.[CH2:19]=O.[BH4-].[Na+].[OH-].[K+]. The catalyst is CO. The product is [CH3:19][NH:2][C:3]1[CH:4]=[C:5]2[CH2:11][C:10]3([CH:16]4[CH2:15][CH2:14][N:13]([CH2:18][CH2:17]4)[CH2:12]3)[O:9][C:6]2=[N:7][CH:8]=1. The yield is 0.640. (2) The product is [N:1]12[CH2:9][CH2:8][CH:5]([CH2:6][CH2:7]1)[NH:4][CH2:3][CH2:2]2. The catalyst is O1CCOCC1. The yield is 0.900. The reactants are [N:1]12[CH2:9][CH2:8][CH:5]([CH2:6][CH2:7]1)[NH:4][C:3](=O)[CH2:2]2.[H-].[Al+3].[Li+].[H-].[H-].[H-]. (3) The catalyst is C(OCC)(=O)C. The product is [CH3:10][C:8]([O:11][C:12](=[O:13])[NH:14][CH2:18][C:17](=[O:16])[NH:4][CH2:3][C:2]([F:6])([F:5])[F:1])([CH3:7])[CH3:9]. The yield is 0.908. The reactants are [F:1][C:2]([F:6])([F:5])[CH2:3][NH2:4].[CH3:7][C:8]([O:11][C:12]([N:14]1[CH2:18][C:17](=O)[O:16]C1=O)=[O:13])([CH3:10])[CH3:9]. (4) The reactants are Br[C:2]1[N:3]=[CH:4][C:5]([O:11][CH3:12])=[C:6]2[CH:10]=[CH:9][NH:8][C:7]=12.C(=O)([O-])[O-].[K+].[K+].[NH:19]1[CH:23]=[N:22][C:21]([NH:24][C:25](=[O:30])[C:26]([CH3:29])([CH3:28])[CH3:27])=[N:20]1.CN[C@@H]1CCCC[C@H]1NC. The catalyst is O1CCOCC1.[Cu]I. The product is [CH3:12][O:11][C:5]1[CH:4]=[N:3][C:2]([N:19]2[CH:23]=[N:22][C:21]([NH:24][C:25](=[O:30])[C:26]([CH3:28])([CH3:27])[CH3:29])=[N:20]2)=[C:7]2[NH:8][CH:9]=[CH:10][C:6]=12. The yield is 0.260. (5) The reactants are Br[C:2]1[CH:3]=[CH:4][C:5]2[C:11]3[S:12][C:13]([C:15]([N:17]([C:19]4[CH:24]=[C:23]([C:25]([N:27]5[CH2:30][CH:29]([OH:31])[CH2:28]5)=[O:26])[CH:22]=[CH:21][C:20]=4[Cl:32])[CH3:18])=[O:16])=[CH:14][C:10]=3[CH2:9][CH2:8][O:7][C:6]=2[CH:33]=1.CC1(C)C2[C:56](=C(P(C3C=CC=CC=3)C3C=CC=CC=3)C=CC=2)[O:55]C2C(P(C3C=CC=CC=3)C3C=CC=CC=3)=CC=CC1=2.[CH3:76][NH2:77].Cl.C([O-])([O-])=O.[Na+].[Na+]. The catalyst is C1(C)C=CC=CC=1.CN(C=O)C.CC([O-])=O.CC([O-])=O.[Pd+2]. The product is [Cl:32][C:20]1[CH:21]=[CH:22][C:23]([C:25]([N:27]2[CH2:30][CH:29]([OH:31])[CH2:28]2)=[O:26])=[CH:24][C:19]=1[N:17]([CH3:18])[C:15]([C:13]1[S:12][C:11]2[C:5]3[CH:4]=[CH:3][C:2]([C:56]([NH:77][CH3:76])=[O:55])=[CH:33][C:6]=3[O:7][CH2:8][CH2:9][C:10]=2[CH:14]=1)=[O:16]. The yield is 0.460. (6) The reactants are [H-].[Na+].C(OP([CH2:11][C:12]([O:14][C:15]([CH3:18])([CH3:17])[CH3:16])=[O:13])(OCC)=O)C.[C:19]([C:21]1[CH:28]=[CH:27][C:24]([CH:25]=O)=[CH:23][CH:22]=1)#[N:20]. The catalyst is C1COCC1.CC(OC)(C)C.[NH4+].[Cl-]. The product is [C:19]([C:21]1[CH:28]=[CH:27][C:24](/[CH:25]=[CH:11]/[C:12]([O:14][C:15]([CH3:16])([CH3:17])[CH3:18])=[O:13])=[CH:23][CH:22]=1)#[N:20]. The yield is 1.00. (7) The reactants are Br[C:2]1[N:7]=[N:6][C:5]([NH2:8])=[N:4][C:3]=1[C:9]1[CH:14]=[CH:13][CH:12]=[CH:11][CH:10]=1.[F:15][C:16]([F:26])([F:25])[O:17][C:18]1[CH:19]=[C:20]([OH:24])[CH:21]=[CH:22][CH:23]=1. No catalyst specified. The product is [C:9]1([C:3]2[N:4]=[C:5]([NH2:8])[N:6]=[N:7][C:2]=2[O:24][C:20]2[CH:21]=[CH:22][CH:23]=[C:18]([O:17][C:16]([F:15])([F:25])[F:26])[CH:19]=2)[CH:14]=[CH:13][CH:12]=[CH:11][CH:10]=1. The yield is 0.0300.